This data is from Forward reaction prediction with 1.9M reactions from USPTO patents (1976-2016). The task is: Predict the product of the given reaction. (1) The product is: [C:18]([O:21][C:22]([N:1]1[C:5]2[CH:6]=[CH:7][CH:8]=[C:9]([CH2:10][OH:11])[C:4]=2[N:3]=[N:2]1)=[O:23])([CH3:20])([CH3:19])[CH3:17]. Given the reactants [NH:1]1[C:5]2[CH:6]=[CH:7][CH:8]=[C:9]([CH2:10][OH:11])[C:4]=2[N:3]=[N:2]1.C(=O)(O)[O-].[Na+].[CH3:17][C:18]([O:21][C:22](O[C:22]([O:21][C:18]([CH3:20])([CH3:19])[CH3:17])=[O:23])=[O:23])([CH3:20])[CH3:19].C(O)(=O)CC(CC(O)=O)(C(O)=O)O, predict the reaction product. (2) Given the reactants [NH2:1][C@@H:2]1[CH2:7][CH2:6][CH2:5][N:4]([C:8]2[N:13]([CH2:14][C:15]3[CH:22]=[CH:21][CH:20]=[CH:19][C:16]=3[C:17]#[N:18])[C:12](=[O:23])[N:11](C)[C:10](=[O:25])[CH:9]=2)[CH2:3]1.[ClH:26], predict the reaction product. The product is: [NH2:1][C@@H:2]1[CH2:7][CH2:6][CH2:5][N:4]([C:8]2[N:13]([CH2:14][C:15]3[CH:22]=[CH:21][CH:20]=[CH:19][C:16]=3[C:17]#[N:18])[C:12](=[O:23])[NH:11][C:10](=[O:25])[C:9]=2[Cl:26])[CH2:3]1.